This data is from Forward reaction prediction with 1.9M reactions from USPTO patents (1976-2016). The task is: Predict the product of the given reaction. The product is: [Br:1][C:2]1[C:3]([CH3:9])=[N:4][C:5]([O:8][CH:13]2[CH2:14][CH2:15][O:10][CH2:11][CH2:12]2)=[CH:6][CH:7]=1. Given the reactants [Br:1][C:2]1[C:3]([CH3:9])=[N:4][C:5]([OH:8])=[CH:6][CH:7]=1.[O:10]1[CH2:15][CH2:14][CH:13](O)[CH2:12][CH2:11]1, predict the reaction product.